From a dataset of Forward reaction prediction with 1.9M reactions from USPTO patents (1976-2016). Predict the product of the given reaction. (1) Given the reactants Br[C:2]1[N:7]=[C:6]([CH3:8])[C:5]([C:9]([N:11]2[CH2:16][CH2:15][N:14]([C:17]3[C:22]([CH3:23])=[CH:21][C:20]([CH3:24])=[C:19]([CH3:25])[N:18]=3)[CH2:13][CH2:12]2)=[O:10])=[CH:4][CH:3]=1.[C:26]([N:29]1[CH2:33][CH2:32][NH:31][C:30]1=[O:34])(=[O:28])[CH3:27], predict the reaction product. The product is: [C:26]([N:29]1[CH2:33][CH2:32][N:31]([C:2]2[CH:3]=[CH:4][C:5]([C:9]([N:11]3[CH2:16][CH2:15][N:14]([C:17]4[C:22]([CH3:23])=[CH:21][C:20]([CH3:24])=[C:19]([CH3:25])[N:18]=4)[CH2:13][CH2:12]3)=[O:10])=[C:6]([CH3:8])[N:7]=2)[C:30]1=[O:34])(=[O:28])[CH3:27]. (2) Given the reactants [S:1]1[CH:5]=[CH:4][CH:3]=[CH:2]1.[Cl:6][CH2:7][CH2:8][CH2:9][CH2:10][C:11](Cl)=[O:12], predict the reaction product. The product is: [Cl:6][CH2:7][CH2:8][CH2:9][CH2:10][C:11]([C:2]1[S:1][CH:5]=[CH:4][CH:3]=1)=[O:12]. (3) Given the reactants [N:1]1[C:6]2[CH2:7][CH2:8][NH:9][CH2:10][C:5]=2[C:4]([NH:11][C:12]2[CH:13]=[N:14][C:15]([C:18]([CH3:21])([CH3:20])[CH3:19])=[CH:16][CH:17]=2)=[N:3][CH:2]=1.Cl[C:23]1[C:28]([Cl:29])=[CH:27][CH:26]=[CH:25][N:24]=1, predict the reaction product. The product is: [C:18]([C:15]1[N:14]=[CH:13][C:12]([NH:11][C:4]2[C:5]3[CH2:10][N:9]([C:23]4[C:28]([Cl:29])=[CH:27][CH:26]=[CH:25][N:24]=4)[CH2:8][CH2:7][C:6]=3[N:1]=[CH:2][N:3]=2)=[CH:17][CH:16]=1)([CH3:21])([CH3:20])[CH3:19].